This data is from Forward reaction prediction with 1.9M reactions from USPTO patents (1976-2016). The task is: Predict the product of the given reaction. (1) Given the reactants [OH:1][C@@:2]1([C:9]#[C:10][C:11]2[N:19]=[C:18]3[C:14]([NH:15][CH:16]=[N:17]3)=[C:13]([NH:20][CH:21]([CH2:24][CH3:25])[CH2:22][CH3:23])[N:12]=2)[CH2:7][CH2:6][CH2:5][C@@H:4]([CH3:8])[CH2:3]1.Cl.ClC[C:29]1[N:30]=[C:31]([CH3:34])[S:32][CH:33]=1.[CH3:35]N(C=O)C, predict the reaction product. The product is: [OH:1][C@@:2]1([C:9]#[C:10][C:11]2[N:19]=[C:18]3[C:14]([N:15]=[CH:16][N:17]3[CH2:35][C:33]3[S:32][C:31]([CH3:34])=[N:30][CH:29]=3)=[C:13]([NH:20][CH:21]([CH2:22][CH3:23])[CH2:24][CH3:25])[N:12]=2)[CH2:7][CH2:6][CH2:5][C@@H:4]([CH3:8])[CH2:3]1. (2) The product is: [CH2:11]([OH:17])[CH:12]([OH:13])[CH3:14].[CH3:7][NH:8][CH:11]=[O:17]. Given the reactants ClC1N=C2C(N=[CH:7][N:8]2[C@@H:11]2[O:17][C@H](CO)[C@@H:14](O)[C@H:12]2[OH:13])=C(N)N=1.N1C=C(C(N)=O)C=N1.C(=O)([O-])[O-].[Cs+].[Cs+].C1COCC1, predict the reaction product. (3) Given the reactants F[C:2]1[CH:3]=[N:4][C:5]2[C:10]([N:11]=1)=[C:9]([C:12]1[NH:20][C:19]3[CH2:18][CH2:17][NH:16][C:15](=[O:21])[C:14]=3[CH:13]=1)[CH:8]=[CH:7][CH:6]=2.[CH2:22]([NH:24][C:25]1[CH:30]=[CH:29][CH:28]=[CH:27][CH:26]=1)[CH3:23].C[Si]([N-][Si](C)(C)C)(C)C.[Na+], predict the reaction product. The product is: [CH2:22]([N:24]([C:25]1[CH:30]=[CH:29][CH:28]=[CH:27][CH:26]=1)[C:2]1[CH:3]=[N:4][C:5]2[C:10]([N:11]=1)=[C:9]([C:12]1[NH:20][C:19]3[CH2:18][CH2:17][NH:16][C:15](=[O:21])[C:14]=3[CH:13]=1)[CH:8]=[CH:7][CH:6]=2)[CH3:23]. (4) Given the reactants [NH2:1][C:2]1[CH:7]=[CH:6][C:5]([S:8]([CH3:37])(=[O:36])=[N:9][C:10](=[O:35])[C:11]2[CH:16]=[C:15]([C:17]#[C:18][C:19]3[CH:24]=[CH:23][CH:22]=[C:21]([NH:25][C:26]([C:28]4[N:32]([CH3:33])[N:31]=[C:30]([CH3:34])[CH:29]=4)=[O:27])[CH:20]=3)[CH:14]=[N:13][CH:12]=2)=[CH:4][CH:3]=1.Cl[CH2:39][CH2:40][CH2:41][N:42]([CH2:45]C)[CH2:43]C, predict the reaction product. The product is: [CH3:43][N:42]([CH3:45])[CH2:41][CH2:40][CH2:39][NH:1][C:2]1[CH:7]=[CH:6][C:5]([S:8]([CH3:37])(=[O:36])=[N:9][C:10](=[O:35])[C:11]2[CH:16]=[C:15]([C:17]#[C:18][C:19]3[CH:24]=[CH:23][CH:22]=[C:21]([NH:25][C:26]([C:28]4[N:32]([CH3:33])[N:31]=[C:30]([CH3:34])[CH:29]=4)=[O:27])[CH:20]=3)[CH:14]=[N:13][CH:12]=2)=[CH:4][CH:3]=1. (5) Given the reactants [Cl:1][C:2]1[CH:10]=[CH:9][C:8]2[NH:7][C:6]3[CH2:11][CH2:12][N:13]([CH3:15])[CH2:14][C:5]=3[C:4]=2[CH:3]=1.N1C2C(=CC=C3C=2N=CC=C3)C=CC=1.P([O-])([O-])([O-])=O.[K+].[K+].[K+].Br[C:39]#[C:40][C:41]1[CH:46]=[CH:45][C:44]([O:47][CH3:48])=[C:43]([F:49])[CH:42]=1, predict the reaction product. The product is: [Cl:1][C:2]1[CH:10]=[CH:9][C:8]2[N:7]([C:39]#[C:40][C:41]3[CH:46]=[CH:45][C:44]([O:47][CH3:48])=[C:43]([F:49])[CH:42]=3)[C:6]3[CH2:11][CH2:12][N:13]([CH3:15])[CH2:14][C:5]=3[C:4]=2[CH:3]=1. (6) The product is: [CH3:22][C:23]1[CH:32]=[CH:31][CH:30]=[C:29]([CH3:33])[C:24]=1[O:25][CH2:26][CH2:27][NH:1][C:2]1[CH:7]=[C:6]([O:8][CH2:9][CH2:10][CH3:11])[CH:5]=[CH:4][C:3]=1[NH:12][C:13](=[O:21])[CH2:14][CH:15]1[CH2:20][CH2:19][CH2:18][CH2:17][NH:16]1. Given the reactants [NH2:1][C:2]1[CH:7]=[C:6]([O:8][CH2:9][CH2:10][CH3:11])[CH:5]=[CH:4][C:3]=1[NH:12][C:13](=[O:21])[CH2:14][CH:15]1[CH2:20][CH2:19][CH2:18][CH2:17][NH:16]1.[CH3:22][C:23]1[CH:32]=[CH:31][CH:30]=[C:29]([CH3:33])[C:24]=1[O:25][CH2:26][CH2:27]Br.C([O-])([O-])=O.[K+].[K+], predict the reaction product. (7) Given the reactants Cl.Cl.Cl.[O:4]1[C:8]2=[C:9]([N:13]3[CH2:18][CH2:17][N:16]([CH2:19][CH2:20][C@H:21]4[CH2:26][CH2:25][C@H:24]([NH2:27])[CH2:23][CH2:22]4)[CH2:15][CH2:14]3)[N:10]=[CH:11][CH:12]=[C:7]2[CH2:6][CH2:5]1.[C:28](O)(=[O:33])[CH2:29]/[CH:30]=[CH:31]/[CH3:32], predict the reaction product. The product is: [O:4]1[C:8]2=[C:9]([N:13]3[CH2:18][CH2:17][N:16]([CH2:19][CH2:20][C@H:21]4[CH2:26][CH2:25][C@H:24]([NH:27][C:28](=[O:33])[CH2:29]/[CH:30]=[CH:31]/[CH3:32])[CH2:23][CH2:22]4)[CH2:15][CH2:14]3)[N:10]=[CH:11][CH:12]=[C:7]2[CH2:6][CH2:5]1.